This data is from Reaction yield outcomes from USPTO patents with 853,638 reactions. The task is: Predict the reaction yield, written as a fraction of the theoretical maximum amount of product (1.0 means a 100% yield; for example, 0.34 means a 34% yield). (1) The reactants are [O:1]=[S:2]1(=[O:38])[CH2:7][CH2:6][CH:5]([O:8][C:9]2[CH:14]=[C:13]([CH3:15])[C:12]([C:16]3[CH:21]=[CH:20][CH:19]=[C:18]([CH2:22][O:23][C:24]4[CH:29]=[CH:28][C:27]([CH:30]5[CH2:32][CH:31]5[C:33]([O:35]C)=[O:34])=[CH:26][CH:25]=4)[CH:17]=3)=[C:11]([CH3:37])[CH:10]=2)[CH2:4][CH2:3]1.[OH-].[Na+].Cl. The catalyst is CO.O1CCCC1. The product is [O:1]=[S:2]1(=[O:38])[CH2:7][CH2:6][CH:5]([O:8][C:9]2[CH:14]=[C:13]([CH3:15])[C:12]([C:16]3[CH:21]=[CH:20][CH:19]=[C:18]([CH2:22][O:23][C:24]4[CH:25]=[CH:26][C:27]([CH:30]5[CH2:32][CH:31]5[C:33]([OH:35])=[O:34])=[CH:28][CH:29]=4)[CH:17]=3)=[C:11]([CH3:37])[CH:10]=2)[CH2:4][CH2:3]1. The yield is 0.340. (2) The reactants are [C:1](#[N:8])[C:2]1[CH:7]=[CH:6][CH:5]=[CH:4][CH:3]=1.[Br:9][C:10]1[CH:11]=[C:12]([CH:16]=[CH:17][CH:18]=1)[CH2:13][Mg]Br.[H-].[Al+3].[Li+].[H-].[H-].[H-]. No catalyst specified. The product is [Br:9][C:10]1[CH:11]=[C:12]([CH2:13][CH:1]([NH2:8])[C:2]2[CH:7]=[CH:6][CH:5]=[CH:4][CH:3]=2)[CH:16]=[CH:17][CH:18]=1. The yield is 0.310.